This data is from Reaction yield outcomes from USPTO patents with 853,638 reactions. The task is: Predict the reaction yield, written as a fraction of the theoretical maximum amount of product (1.0 means a 100% yield; for example, 0.34 means a 34% yield). (1) The reactants are [CH:1]1N=C[N:3]([C:6]([N:8]2C=N[CH:10]=[CH:9]2)=[O:7])[CH:2]=1.[CH2:13](N(CC)CC)C.[F:20][C:21]1[CH:27]=[C:26]([I:28])[CH:25]=CC=1N.C1(N)CC1. The catalyst is CN(C)C=O.O.C1(C)C=CC=CC=1. The product is [CH:9]1([NH:8][C:6]([NH:3][C:2]2[CH:1]=[CH:25][C:26]([I:28])=[CH:27][C:21]=2[F:20])=[O:7])[CH2:10][CH2:13]1. The yield is 0.955. (2) The reactants are Cl[C:2]1[C:11]2[C:6](=[CH:7][CH:8]=[CH:9][CH:10]=2)[CH:5]=[CH:4][N:3]=1.[C:12]([NH:20][NH2:21])(=O)[C:13]1[CH:18]=[CH:17][CH:16]=[CH:15][CH:14]=1. The catalyst is C(O)C. The product is [C:13]1([C:12]2[N:3]3[CH:4]=[CH:5][C:6]4[C:11]([C:2]3=[N:21][N:20]=2)=[CH:10][CH:9]=[CH:8][CH:7]=4)[CH:18]=[CH:17][CH:16]=[CH:15][CH:14]=1. The yield is 0.0300. (3) The reactants are S(=O)(=O)(O)[OH:2].[CH3:6][O:7][C:8]1[CH:13]=[CH:12][CH:11]=[C:10]([N+:14]([O-:16])=[O:15])[C:9]=1[CH2:17][C:18]#N.[CH2:20]([OH:22])[CH3:21]. No catalyst specified. The product is [CH3:6][O:7][C:8]1[CH:13]=[CH:12][CH:11]=[C:10]([N+:14]([O-:16])=[O:15])[C:9]=1[CH2:17][C:18]([O:22][CH2:20][CH3:21])=[O:2]. The yield is 0.720. (4) The reactants are [CH3:1][C:2]1[C:3](=[S:8])[NH:4][CH:5]=[CH:6][CH:7]=1.Br[C:10]1[CH:11]=[C:12]([O:18][C:19]2[C:20]([CH3:25])=[N:21][CH:22]=[CH:23][CH:24]=2)[C:13]([C:16]#[N:17])=[N:14][CH:15]=1.[H-].[Na+].O. The catalyst is CN(C=O)C. The product is [CH3:1][C:2]1[C:3]([S:8][C:10]2[CH:11]=[C:12]([O:18][C:19]3[C:20]([CH3:25])=[N:21][CH:22]=[CH:23][CH:24]=3)[C:13]([C:16]#[N:17])=[N:14][CH:15]=2)=[N:4][CH:5]=[CH:6][CH:7]=1. The yield is 0.607. (5) The reactants are [N:1]([C@@H:4]([C@H:6]1[CH2:10][O:9][C:8](=[O:11])[N:7]1[C:12]1[CH:17]=[CH:16][N:15]=[C:14]([NH:18][C@H:19]([C:21]2[S:25][C:24]([C:26]3[CH:31]=[CH:30][C:29]([Cl:32])=[CH:28][CH:27]=3)=[N:23][CH:22]=2)[CH3:20])[N:13]=1)[CH3:5])=[N+]=[N-].CP(C)C.C(O)(C(F)(F)F)=O. The yield is 0.150. The catalyst is C1COCC1. The product is [NH2:1][C@@H:4]([C@H:6]1[CH2:10][O:9][C:8](=[O:11])[N:7]1[C:12]1[CH:17]=[CH:16][N:15]=[C:14]([NH:18][C@H:19]([C:21]2[S:25][C:24]([C:26]3[CH:27]=[CH:28][C:29]([Cl:32])=[CH:30][CH:31]=3)=[N:23][CH:22]=2)[CH3:20])[N:13]=1)[CH3:5].